Dataset: Reaction yield outcomes from USPTO patents with 853,638 reactions. Task: Predict the reaction yield, written as a fraction of the theoretical maximum amount of product (1.0 means a 100% yield; for example, 0.34 means a 34% yield). (1) The yield is 1.00. The product is [CH3:1][C:2]1[O:3][C:4]([C:12]2[CH:17]=[CH:16][CH:15]=[CH:14][CH:13]=2)=[CH:5][C:6]=1[CH2:7][OH:8]. The reactants are [CH3:1][C:2]1[O:3][C:4]([C:12]2[CH:17]=[CH:16][CH:15]=[CH:14][CH:13]=2)=[CH:5][C:6]=1[C:7](OCC)=[O:8].[H-].[Al+3].[Li+].[H-].[H-].[H-].Cl.O. The catalyst is O1CCCC1. (2) The reactants are [Cl:1][C:2]1[CH:3]=[C:4]([N:9]2[C:13]([C:14]3[CH:19]=[CH:18][CH:17]=[CH:16][CH:15]=3)=[CH:12][NH:11][C:10]2=[O:20])[CH:5]=[CH:6][C:7]=1[Cl:8].BrBr.[F:23][C:24]1[CH:31]=[CH:30][C:27]([CH2:28][NH2:29])=[CH:26][CH:25]=1. The catalyst is C(Cl)(Cl)Cl. The product is [Cl:1][C:2]1[CH:3]=[C:4]([N:9]2[CH:13]([C:14]3[CH:19]=[CH:18][CH:17]=[CH:16][CH:15]=3)[C:12]([NH:29][CH2:28][C:27]3[CH:30]=[CH:31][C:24]([F:23])=[CH:25][CH:26]=3)=[N:11][C:10]2=[O:20])[CH:5]=[CH:6][C:7]=1[Cl:8]. The yield is 0.230. (3) The reactants are C(N(C(C)C)CC)(C)C.C[Si]([N:14]=[C:15]=[O:16])(C)C.[OH:17][CH:18]([CH2:34][N:35]1[C:43]2[CH2:42][CH2:41][NH:40][CH2:39][C:38]=2[C:37]([C:44]2[CH:49]=[CH:48][C:47]([I:50])=[CH:46][CH:45]=2)=[N:36]1)[CH2:19][N:20]1[CH2:25][CH2:24][N:23]([C:26]2[CH:33]=[CH:32][CH:31]=[CH:30][C:27]=2[C:28]#[N:29])[CH2:22][CH2:21]1. The catalyst is CN(C1C=CN=CC=1)C.N1C=CC=CC=1.C(Cl)Cl. The product is [C:28]([C:27]1[CH:30]=[CH:31][CH:32]=[CH:33][C:26]=1[N:23]1[CH2:22][CH2:21][N:20]([CH2:19][CH:18]([OH:17])[CH2:34][N:35]2[C:43]3[CH2:42][CH2:41][N:40]([C:15]([NH2:14])=[O:16])[CH2:39][C:38]=3[C:37]([C:44]3[CH:49]=[CH:48][C:47]([I:50])=[CH:46][CH:45]=3)=[N:36]2)[CH2:25][CH2:24]1)#[N:29]. The yield is 0.780. (4) The reactants are C1(OC)C=CC=CC=1.COC1C=CC(C[N:16]2[C:20]([C:21]([O:23][CH2:24][CH3:25])=[O:22])=[C:19]([C:26](=[O:40])[C:27]3[CH:32]=[C:31]([O:33][CH3:34])[C:30]([O:35][CH3:36])=[CH:29][C:28]=3[N+:37]([O-:39])=[O:38])[N:18]=[N:17]2)=CC=1.COC1C=CC(CN2C(C(=O)C3C=C(OC)C(OC)=CC=3[N+]([O-])=O)=C(C(OCC)=O)N=N2)=CC=1. The catalyst is FC(F)(F)C(O)=O. The product is [CH3:36][O:35][C:30]1[C:31]([O:33][CH3:34])=[CH:32][C:27]([C:26]([C:19]2[NH:18][N:17]=[N:16][C:20]=2[C:21]([O:23][CH2:24][CH3:25])=[O:22])=[O:40])=[C:28]([N+:37]([O-:39])=[O:38])[CH:29]=1. The yield is 0.950. (5) The reactants are [CH:1]1([CH:6]([N:10]2[CH:14]=[C:13]([C:15]3[C:16]4[CH:24]=[CH:23][N:22](OCC[Si](C)(C)C)[C:17]=4[N:18]=[C:19](C)[N:20]=3)[CH:12]=[N:11]2)[CH2:7][C:8]#[CH:9])[CH2:5][CH2:4][CH2:3][CH2:2]1.[C:32]([OH:38])([C:34]([F:37])([F:36])[F:35])=[O:33]. The catalyst is C(Cl)Cl. The product is [F:35][C:34]([F:37])([F:36])[C:32]([OH:38])=[O:33].[CH:1]1([CH:6]([N:10]2[CH:14]=[C:13]([C:15]3[C:16]4[CH:24]=[CH:23][NH:22][C:17]=4[N:18]=[CH:19][N:20]=3)[CH:12]=[N:11]2)[CH2:7][C:8]#[CH:9])[CH2:5][CH2:4][CH2:3][CH2:2]1. The yield is 0.600. (6) The reactants are [NH:1]1[CH2:6][CH2:5][CH:4]([NH:7][C:8](=[O:14])[O:9][C:10]([CH3:13])([CH3:12])[CH3:11])[CH2:3][CH2:2]1.Br[CH2:16][CH2:17][O:18][CH3:19].[I-].[K+].C([O-])([O-])=O.[K+].[K+]. The catalyst is CCOC(C)=O.O.CC#N. The product is [CH3:19][O:18][CH2:17][CH2:16][N:1]1[CH2:2][CH2:3][CH:4]([NH:7][C:8](=[O:14])[O:9][C:10]([CH3:11])([CH3:13])[CH3:12])[CH2:5][CH2:6]1. The yield is 0.770. (7) The reactants are [CH:1]1([CH2:6][C@H:7]([CH2:30][N:31]([CH:40]=[O:41])[O:32]CC2C=CC=CC=2)[C:8]([NH:10][NH:11][C:12]2[N:17]=[C:16]([O:18][CH3:19])[N:15]=[C:14]([NH:20][C@@H:21]([CH2:27][CH3:28])[C:22]([N:24]([CH3:26])[CH3:25])=[O:23])[C:13]=2[F:29])=[O:9])[CH2:5][CH2:4][CH2:3][CH2:2]1. The catalyst is CO. The product is [CH:1]1([CH2:6][C@H:7]([CH2:30][N:31]([CH:40]=[O:41])[OH:32])[C:8]([NH:10][NH:11][C:12]2[N:17]=[C:16]([O:18][CH3:19])[N:15]=[C:14]([NH:20][C@@H:21]([CH2:27][CH3:28])[C:22]([N:24]([CH3:26])[CH3:25])=[O:23])[C:13]=2[F:29])=[O:9])[CH2:5][CH2:4][CH2:3][CH2:2]1. The yield is 0.630. (8) The reactants are [CH3:1][N:2]1[CH2:7][CH2:6][NH:5][CH2:4][CH2:3]1.[NH2:8][C:9]1[CH:17]=[C:16]([N+:18]([O-:20])=[O:19])[CH:15]=[CH:14][C:10]=1[C:11](Cl)=[O:12]. The catalyst is C(Cl)Cl. The product is [NH2:8][C:9]1[CH:17]=[C:16]([N+:18]([O-:20])=[O:19])[CH:15]=[CH:14][C:10]=1[C:11]([N:5]1[CH2:6][CH2:7][N:2]([CH3:1])[CH2:3][CH2:4]1)=[O:12]. The yield is 0.520. (9) The reactants are C(OC([N:8]1[CH2:14][CH2:13][CH2:12][N:11]2[N:15]=[C:16]([C:18]([N:20]3[CH:25]4[CH2:26][CH2:27][CH2:28][CH:21]3[CH2:22][CH:23]([C:29]([OH:31])=[O:30])[CH2:24]4)=[O:19])[CH:17]=[C:10]2[CH2:9]1)=O)(C)(C)C.O=S(Cl)Cl.C([O-])(O)=O.[Na+].[CH3:41][CH2:42]O. No catalyst specified. The product is [N:15]1[N:11]2[CH2:12][CH2:13][CH2:14][NH:8][CH2:9][C:10]2=[CH:17][C:16]=1[C:18]([N:20]1[CH:25]2[CH2:26][CH2:27][CH2:28][CH:21]1[CH2:22][CH:23]([C:29]([O:31][CH2:41][CH3:42])=[O:30])[CH2:24]2)=[O:19]. The yield is 0.790. (10) The reactants are [CH3:1][C:2]([O:5][C:6]([NH:8][CH2:9][CH2:10][CH2:11][C:12]([OH:14])=O)=[O:7])([CH3:4])[CH3:3].C(N1CCOCC1)C.C1C=CC2N(O)N=NC=2C=1.C(Cl)CCl.FC(F)(F)C(O)=O.[CH3:44][CH:45]([O:47][C:48]1[CH:55]=[CH:54][C:53]([C:56]2[O:60][N:59]=[C:58]([C:61]3[C:62]([CH3:71])=[C:63]4[C:68](=[CH:69][CH:70]=3)[CH2:67][NH:66][CH2:65][CH2:64]4)[N:57]=2)=[CH:52][C:49]=1[C:50]#[N:51])[CH3:46]. The catalyst is CN(C=O)C.C(=O)([O-])O.[Na+]. The product is [C:50]([C:49]1[CH:52]=[C:53]([C:56]2[O:60][N:59]=[C:58]([C:61]3[C:62]([CH3:71])=[C:63]4[C:68](=[CH:69][CH:70]=3)[CH2:67][N:66]([C:12](=[O:14])[CH2:11][CH2:10][CH2:9][NH:8][C:6](=[O:7])[O:5][C:2]([CH3:1])([CH3:3])[CH3:4])[CH2:65][CH2:64]4)[N:57]=2)[CH:54]=[CH:55][C:48]=1[O:47][CH:45]([CH3:46])[CH3:44])#[N:51]. The yield is 0.790.